Dataset: Full USPTO retrosynthesis dataset with 1.9M reactions from patents (1976-2016). Task: Predict the reactants needed to synthesize the given product. Given the product [CH2:1]([C:3]1[C:4](=[O:12])[NH:5][C:6]([CH3:9])=[CH:7][CH:8]=1)[CH3:2], predict the reactants needed to synthesize it. The reactants are: [CH2:1]([C:3]1[C:4](N)=[N:5][C:6]([CH3:9])=[CH:7][CH:8]=1)[CH3:2].S(=O)(=O)(O)[OH:12].N([O-])=O.[Na+].[OH-].[Na+].